This data is from Catalyst prediction with 721,799 reactions and 888 catalyst types from USPTO. The task is: Predict which catalyst facilitates the given reaction. (1) Reactant: [Cl:1][C:2]1[CH:10]=[C:9]2[C:5](/[C:6](=[CH:12]\[C:13]3[CH:18]=[CH:17][CH:16]=[C:15]([Cl:19])[C:14]=3[F:20])/[C:7](=[O:11])[NH:8]2)=[CH:4][CH:3]=1.[C:21]1([C@@H:27]2[NH:32][CH2:31][C:30](=[O:33])[O:29][C@@H:28]2[C:34]2[CH:39]=[CH:38][CH:37]=[CH:36][CH:35]=2)[CH:26]=[CH:25][CH:24]=[CH:23][CH:22]=1.[CH3:40][C:41]([CH3:46])([CH3:45])[CH2:42][CH:43]=O. Product: [Cl:1][C:2]1[CH:10]=[C:9]2[NH:8][C:7](=[O:11])[C@@:6]3([C@H:43]([CH2:42][C:41]([CH3:46])([CH3:45])[CH3:40])[N:32]4[C@H:31]([C:30](=[O:33])[O:29][C@H:28]([C:34]5[CH:35]=[CH:36][CH:37]=[CH:38][CH:39]=5)[C@@H:27]4[C:21]4[CH:26]=[CH:25][CH:24]=[CH:23][CH:22]=4)[C@H:12]3[C:13]3[CH:18]=[CH:17][CH:16]=[C:15]([Cl:19])[C:14]=3[F:20])[C:5]2=[CH:4][CH:3]=1. The catalyst class is: 11. (2) Reactant: [N+:1]([O-:4])(O)=[O:2].S(=O)(=O)(O)O.[C:10]1([C@H:16]2[CH2:21][CH2:20][C@H:19]([C:22]([O:24][CH3:25])=[O:23])[CH2:18][CH2:17]2)[CH:15]=[CH:14][CH:13]=[CH:12][CH:11]=1. Product: [N+:1]([C:13]1[CH:14]=[CH:15][C:10]([C@H:16]2[CH2:17][CH2:18][C@H:19]([C:22]([O:24][CH3:25])=[O:23])[CH2:20][CH2:21]2)=[CH:11][CH:12]=1)([O-:4])=[O:2]. The catalyst class is: 53.